Task: Predict the reaction yield, written as a fraction of the theoretical maximum amount of product (1.0 means a 100% yield; for example, 0.34 means a 34% yield).. Dataset: Reaction yield outcomes from USPTO patents with 853,638 reactions (1) The reactants are [N:1]1[C:10]2[C:5](=[CH:6][C:7]([C:11]([OH:13])=O)=[CH:8][CH:9]=2)[CH:4]=[CH:3][CH:2]=1.C(Cl)(=O)C(Cl)=O.CCN(C(C)C)C(C)C.Cl.[CH3:30][O:31][NH:32][CH3:33]. The catalyst is CN(C=O)C.C(Cl)Cl. The product is [CH3:30][O:31][N:32]([CH3:33])[C:11]([C:7]1[CH:6]=[C:5]2[C:10](=[CH:9][CH:8]=1)[N:1]=[CH:2][CH:3]=[CH:4]2)=[O:13]. The yield is 0.952. (2) The reactants are [Cl:1][C:2]1[C:11]([N+:12]([O-])=O)=[CH:10][C:9]([Cl:15])=[CH:8][C:3]=1[C:4]([O:6][CH3:7])=[O:5].[Cl-].[NH4+]. The catalyst is C(O)C.O.[Fe]. The product is [NH2:12][C:11]1[C:2]([Cl:1])=[C:3]([CH:8]=[C:9]([Cl:15])[CH:10]=1)[C:4]([O:6][CH3:7])=[O:5]. The yield is 0.660. (3) The reactants are [CH3:1][O:2][C:3]1[CH:4]=[C:5]2[C:10](=[CH:11][C:12]=1[O:13][CH3:14])[N:9]=[CH:8][N:7]=[C:6]2[N:15]1[CH2:20][CH2:19][N:18]([C:21](=S)[NH:22][CH2:23][C:24]2[CH:29]=[CH:28][C:27]3[O:30][CH2:31][O:32][C:26]=3[CH:25]=2)[CH2:17][CH2:16]1.[OH-].[Na+].OO.S([O-])([O-])(=[O:40])=S.[Na+].[Na+].Cl. The catalyst is C(O)C. The product is [CH3:1][O:2][C:3]1[CH:4]=[C:5]2[C:10](=[CH:11][C:12]=1[O:13][CH3:14])[N:9]=[CH:8][N:7]=[C:6]2[N:15]1[CH2:20][CH2:19][N:18]([C:21]([NH:22][CH2:23][C:24]2[CH:29]=[CH:28][C:27]3[O:30][CH2:31][O:32][C:26]=3[CH:25]=2)=[O:40])[CH2:17][CH2:16]1. The yield is 0.200. (4) The reactants are [C:1]([C:5]1[CH:10]=[CH:9][CH:8]=[CH:7][C:6]=1[NH2:11])([CH3:4])([CH3:3])[CH3:2].[N+:12]([O-])([O-:14])=[O:13].[K+]. The catalyst is S(=O)(=O)(O)O. The product is [C:1]([C:5]1[CH:10]=[CH:9][C:8]([N+:12]([O-:14])=[O:13])=[CH:7][C:6]=1[NH2:11])([CH3:4])([CH3:2])[CH3:3]. The yield is 0.640. (5) The reactants are [CH3:1][O:2][C:3]1[CH:8]=[CH:7][CH:6]=[CH:5][C:4]=1[C:9]1[N:17]2[C:12]([S:13][CH2:14][C:15]([C:18]3[CH:23]=[CH:22][C:21]([N+:24]([O-])=O)=[CH:20][CH:19]=3)=[N:16]2)=[N:11][N:10]=1. The catalyst is C1COCC1.CO.Cl.[Pd]. The product is [NH2:24][C:21]1[CH:22]=[CH:23][C:18]([C:15]2[CH2:14][S:13][C:12]3=[N:11][N:10]=[C:9]([C:4]4[CH:5]=[CH:6][CH:7]=[CH:8][C:3]=4[O:2][CH3:1])[N:17]3[N:16]=2)=[CH:19][CH:20]=1. The yield is 0.790. (6) The reactants are [NH2:1][C:2]1[CH:3]=[C:4](B(O)O)[CH:5]=[C:6]([C:8]([O:10][CH3:11])=[O:9])[CH:7]=1.[Br:15][C:16]1[CH:21]=[CH:20][CH:19]=[CH:18][C:17]=1Br.C(=O)([O-])[O-].[K+].[K+].C1(C)C=CC=CC=1.C(O)C. The catalyst is C(OCC)C.O.C1C=CC([P]([Pd]([P](C2C=CC=CC=2)(C2C=CC=CC=2)C2C=CC=CC=2)([P](C2C=CC=CC=2)(C2C=CC=CC=2)C2C=CC=CC=2)[P](C2C=CC=CC=2)(C2C=CC=CC=2)C2C=CC=CC=2)(C2C=CC=CC=2)C2C=CC=CC=2)=CC=1. The yield is 0.760. The product is [CH3:11][O:10][C:8]([C:6]1[CH:5]=[C:4]([C:17]2[CH:18]=[CH:19][CH:20]=[CH:21][C:16]=2[Br:15])[CH:3]=[C:2]([NH2:1])[CH:7]=1)=[O:9]. (7) The reactants are Cl[C:2]1[N:7]=[C:6]([NH:8][C:9]2[CH:14]=[CH:13][C:12]([O:15][CH3:16])=[C:11]([Cl:17])[CH:10]=2)[N:5]=[C:4]([NH:18][CH:19]2[CH2:25][CH2:24][CH2:23][CH2:22][CH2:21][CH2:20]2)[N:3]=1.C(=O)([O-])[O-].[K+].[K+].[I:32][C:33]1[CH:38]=[CH:37][C:36]([OH:39])=[CH:35][CH:34]=1. The product is [Cl:17][C:11]1[CH:10]=[C:9]([NH:8][C:6]2[N:5]=[C:4]([NH:18][CH:19]3[CH2:25][CH2:24][CH2:23][CH2:22][CH2:21][CH2:20]3)[N:3]=[C:2]([O:39][C:36]3[CH:37]=[CH:38][C:33]([I:32])=[CH:34][CH:35]=3)[N:7]=2)[CH:14]=[CH:13][C:12]=1[O:15][CH3:16]. The yield is 0.900. The catalyst is CN(C)C=O.O. (8) The reactants are [C:1]([C:5]1[CH:10]=[CH:9][C:8]([CH2:11][CH2:12][C:13]([O:15]CC)=[O:14])=[CH:7][CH:6]=1)([CH3:4])([CH3:3])[CH3:2].[OH-].[Li+]. No catalyst specified. The product is [C:1]([C:5]1[CH:6]=[CH:7][C:8]([CH2:11][CH2:12][C:13]([OH:15])=[O:14])=[CH:9][CH:10]=1)([CH3:4])([CH3:2])[CH3:3]. The yield is 0.810.